Dataset: Reaction yield outcomes from USPTO patents with 853,638 reactions. Task: Predict the reaction yield, written as a fraction of the theoretical maximum amount of product (1.0 means a 100% yield; for example, 0.34 means a 34% yield). (1) The reactants are O=[C:2]1[C:11]2[C:10]([C:12]([O:14]C)=O)=[CH:9][CH:8]=[CH:7][C:6]=2[NH:5][CH:4]([C:16]2[CH:21]=[CH:20][N:19]=[CH:18][CH:17]=2)[CH:3]1[C:22]1[CH:27]=[CH:26][N:25]=[CH:24][CH:23]=1.O=C1C2C(C(OCC)=O)=CC=CC=2NC(C2C=CN=CC=2)C1C1C=CN=CC=1.O.[NH2:57][NH2:58]. No catalyst specified. The product is [N:19]1[CH:20]=[CH:21][C:16]([CH:4]2[NH:5][C:6]3[C:11]4[C:2](=[N:57][NH:58][C:12](=[O:14])[C:10]=4[CH:9]=[CH:8][CH:7]=3)[CH:3]2[C:22]2[CH:23]=[CH:24][N:25]=[CH:26][CH:27]=2)=[CH:17][CH:18]=1. The yield is 0.680. (2) The reactants are [Cl:1][C:2]1[CH:3]=[CH:4][C:5]([F:37])=[C:6]([NH:8][C:9]2[N:14]3[N:15]=[CH:16][C:17]([S:18]([NH2:21])(=[O:20])=[O:19])=[C:13]3[N:12]=[CH:11][C:10]=2[C:22]([N:24]2[CH2:29][CH2:28][CH:27]([C:30]3[CH:35]=[CH:34][C:33]([F:36])=[CH:32][CH:31]=3)[CH2:26][CH2:25]2)=[O:23])[CH:7]=1.[C:38](O)(=[O:40])[CH3:39]. No catalyst specified. The product is [Cl:1][C:2]1[CH:3]=[CH:4][C:5]([F:37])=[C:6]([NH:8][C:9]2[N:14]3[N:15]=[CH:16][C:17]([S:18]([NH:21][C:38](=[O:40])[CH3:39])(=[O:19])=[O:20])=[C:13]3[N:12]=[CH:11][C:10]=2[C:22]([N:24]2[CH2:25][CH2:26][CH:27]([C:30]3[CH:31]=[CH:32][C:33]([F:36])=[CH:34][CH:35]=3)[CH2:28][CH2:29]2)=[O:23])[CH:7]=1. The yield is 0.870. (3) The reactants are [O:1]1[CH2:6][CH2:5][NH:4][C:3]2[CH:7]=[N:8][CH:9]=[CH:10][C:2]1=2.Br[CH2:12][C:13]([C:15]1[CH:20]=[C:19]([Br:21])[C:18]([OH:22])=[C:17]([Br:23])[CH:16]=1)=[O:14].C(=O)([O-])[O-].[K+].[K+]. The catalyst is C(#N)C. The product is [Br:21][C:19]1[CH:20]=[C:15]([C:13](=[O:14])[CH2:12][N:4]2[CH2:5][CH2:6][O:1][C:2]3[CH:10]=[CH:9][N:8]=[CH:7][C:3]2=3)[CH:16]=[C:17]([Br:23])[C:18]=1[OH:22]. The yield is 0.585. (4) The reactants are [OH-].[Na+].C[O:4][C:5]([C@@H:7]1[CH2:9][C@H:8]1[CH2:10][N:11]1[CH2:16][CH2:15][N:14]([C:17]2[C:18]3[CH:25]=[CH:24][C:23]([C:26]([F:29])([F:28])[F:27])=[CH:22][C:19]=3[S:20][CH:21]=2)[CH2:13][CH2:12]1)=[O:6]. The catalyst is O1CCOCC1.CO. The product is [F:28][C:26]([F:27])([F:29])[C:23]1[CH:24]=[CH:25][C:18]2[C:17]([N:14]3[CH2:15][CH2:16][N:11]([CH2:10][C@@H:8]4[CH2:9][C@H:7]4[C:5]([OH:6])=[O:4])[CH2:12][CH2:13]3)=[CH:21][S:20][C:19]=2[CH:22]=1. The yield is 0.810. (5) The reactants are [Br:1][C:2]1[CH:11]=[C:10]2[C:5]([CH2:6][CH2:7][CH:8]([CH2:19][CH:20]3[CH2:25][CH2:24][N:23]([CH2:26][CH:27]([F:29])[F:28])[CH2:22][CH2:21]3)[C:9]32[C:15](=[O:16])[N:14]([CH3:17])[C:13](=S)[NH:12]3)=[CH:4][CH:3]=1.CO.C(OO)(C)(C)C.[NH4+:38].[OH-]. The catalyst is O. The product is [NH2:38][C:13]1[N:14]([CH3:17])[C:15](=[O:16])[C:9]2([N:12]=1)[C:10]1[C:5](=[CH:4][CH:3]=[C:2]([Br:1])[CH:11]=1)[CH2:6][CH2:7][CH:8]2[CH2:19][CH:20]1[CH2:25][CH2:24][N:23]([CH2:26][CH:27]([F:29])[F:28])[CH2:22][CH2:21]1. The yield is 0.300. (6) The reactants are [CH3:1][N:2]([CH3:37])[C:3]1[CH:8]=[CH:7][C:6]([NH:9][C:10]([NH:12]/[N:13]=[CH:14]/[C:15]2[CH:20]=[CH:19][C:18]([C:21]3[N:25]=[CH:24][N:23]([C:26]4[CH:31]=[CH:30][C:29]([O:32][C:33]([F:36])([F:35])[F:34])=[CH:28][CH:27]=4)[N:22]=3)=[CH:17][CH:16]=2)=[S:11])=[CH:5][CH:4]=1.I[CH3:39]. The catalyst is CCO. The product is [CH3:1][N:2]([CH3:37])[C:3]1[CH:8]=[CH:7][C:6]([NH:9][C:10]([NH:12][N:13]=[CH:14][C:15]2[CH:16]=[CH:17][C:18]([C:21]3[N:25]=[CH:24][N:23]([C:26]4[CH:31]=[CH:30][C:29]([O:32][C:33]([F:34])([F:36])[F:35])=[CH:28][CH:27]=4)[N:22]=3)=[CH:19][CH:20]=2)=[SH:11][CH3:39])=[CH:5][CH:4]=1. The yield is 0.600. (7) The reactants are CC(OI1(OC(C)=O)(OC(C)=O)OC(=O)C2C=CC=CC1=2)=O.[CH3:23][S:24]([N:27]1[CH2:31][CH2:30][CH2:29][CH:28]1[CH2:32][OH:33])(=[O:26])=[O:25]. The catalyst is C(Cl)Cl. The product is [CH3:23][S:24]([N:27]1[CH2:31][CH2:30][CH2:29][CH:28]1[CH:32]=[O:33])(=[O:26])=[O:25]. The yield is 0.780. (8) The reactants are [C:1]([NH:4][NH:5][C:6](=O)[CH2:7][CH2:8][C:9]1[N:10]=[C:11]([NH:14][C:15]2[C:20]([O:21][C:22]3[CH:27]=[CH:26][CH:25]=[CH:24][CH:23]=3)=[CH:19][C:18]([Br:28])=[CH:17][N:16]=2)[S:12][CH:13]=1)(=[O:3])[CH3:2].O=P(Cl)(Cl)Cl. The catalyst is C(#N)C. The product is [Br:28][C:18]1[CH:19]=[C:20]([O:21][C:22]2[CH:27]=[CH:26][CH:25]=[CH:24][CH:23]=2)[C:15]([NH:14][C:11]2[S:12][CH:13]=[C:9]([CH2:8][CH2:7][C:6]3[O:3][C:1]([CH3:2])=[N:4][N:5]=3)[N:10]=2)=[N:16][CH:17]=1. The yield is 0.301. (9) The reactants are [CH2:1]([N:8]1[C:12](=[O:13])[N:11]([C:14]2[CH:15]=[N:16][N:17]([CH2:19][C:20]3[C:21]([CH3:26])=[N:22][O:23][C:24]=3[CH3:25])[CH:18]=2)[C:10](=[O:27])[NH:9]1)[C:2]1[CH:7]=[CH:6][CH:5]=[CH:4][CH:3]=1.[CH3:28][O:29][CH2:30][CH2:31]Br. No catalyst specified. The product is [CH2:1]([N:8]1[C:12](=[O:13])[N:11]([C:14]2[CH:15]=[N:16][N:17]([CH2:19][C:20]3[C:21]([CH3:26])=[N:22][O:23][C:24]=3[CH3:25])[CH:18]=2)[C:10](=[O:27])[N:9]1[CH2:31][CH2:30][O:29][CH3:28])[C:2]1[CH:3]=[CH:4][CH:5]=[CH:6][CH:7]=1. The yield is 0.200.